This data is from Peptide-MHC class I binding affinity with 185,985 pairs from IEDB/IMGT. The task is: Regression. Given a peptide amino acid sequence and an MHC pseudo amino acid sequence, predict their binding affinity value. This is MHC class I binding data. The peptide sequence is TAYGVLFSGV. The MHC is HLA-A02:06 with pseudo-sequence HLA-A02:06. The binding affinity (normalized) is 0.960.